Dataset: Forward reaction prediction with 1.9M reactions from USPTO patents (1976-2016). Task: Predict the product of the given reaction. Given the reactants Cl[C:2]1[CH:7]=[C:6]([Cl:8])[N:5]=[N:4][C:3]=1[C:9]([O:11][CH2:12][CH3:13])=[O:10].[CH3:14][C:15]1[CH:16]=[CH:17][C:18]([NH2:22])=[N:19][C:20]=1[CH3:21].C(#N)C, predict the reaction product. The product is: [Cl:8][C:6]1[N:5]=[N:4][C:3]([C:9]([O:11][CH2:12][CH3:13])=[O:10])=[C:2]([NH:22][C:18]2[CH:17]=[CH:16][C:15]([CH3:14])=[C:20]([CH3:21])[N:19]=2)[CH:7]=1.